From a dataset of Catalyst prediction with 721,799 reactions and 888 catalyst types from USPTO. Predict which catalyst facilitates the given reaction. (1) Reactant: [OH-].[Na+].[CH:3]1([C:6]2[CH:11]=[C:10]([CH2:12][N:13]3[CH2:16][C:15]4([CH2:20][C:19]([N:21]5[CH2:26][CH2:25][C:24]([CH3:32])([C:27]([O:29]CC)=[O:28])[CH2:23][CH2:22]5)=[N:18][O:17]4)[CH2:14]3)[C:9]([O:33][CH2:34][CH3:35])=[CH:8][C:7]=2[C:36]2[CH:41]=[CH:40][C:39]([F:42])=[CH:38][CH:37]=2)[CH2:5][CH2:4]1.Cl. Product: [CH:3]1([C:6]2[CH:11]=[C:10]([CH2:12][N:13]3[CH2:16][C:15]4([CH2:20][C:19]([N:21]5[CH2:22][CH2:23][C:24]([CH3:32])([C:27]([OH:29])=[O:28])[CH2:25][CH2:26]5)=[N:18][O:17]4)[CH2:14]3)[C:9]([O:33][CH2:34][CH3:35])=[CH:8][C:7]=2[C:36]2[CH:41]=[CH:40][C:39]([F:42])=[CH:38][CH:37]=2)[CH2:4][CH2:5]1. The catalyst class is: 8. (2) Product: [N:4]1[CH:5]=[CH:6][CH:7]=[C:2]([NH:1][C:13](=[O:18])[O:14][CH:15]([CH3:17])[CH3:16])[CH:3]=1. Reactant: [NH2:1][C:2]1[CH:3]=[N:4][CH:5]=[CH:6][CH:7]=1.C(=O)([O-])O.[Na+].[C:13](Cl)(=[O:18])[O:14][CH:15]([CH3:17])[CH3:16].[OH-].[K+]. The catalyst class is: 6.